This data is from Full USPTO retrosynthesis dataset with 1.9M reactions from patents (1976-2016). The task is: Predict the reactants needed to synthesize the given product. (1) Given the product [CH3:3][C:2]([CH3:17])([O:4][C:5]([NH:7][NH:8][C@H:9]([C:14]([O:16][CH2:24][C:25]1[CH:30]=[CH:29][CH:28]=[CH:27][CH:26]=1)=[O:15])[CH2:10][C:11](=[O:13])[NH2:12])=[O:6])[CH3:1], predict the reactants needed to synthesize it. The reactants are: [CH3:1][C:2]([CH3:17])([O:4][C:5]([NH:7][NH:8][C@H:9]([C:14]([OH:16])=[O:15])[CH2:10][C:11](=[O:13])[NH2:12])=[O:6])[CH3:3].C(=O)([O-])[O-].[Cs+].[Cs+].[CH2:24](Br)[C:25]1[CH:30]=[CH:29][CH:28]=[CH:27][CH:26]=1.O. (2) Given the product [F:34][C:2]([F:1])([F:33])[C:3]1[CH:4]=[C:5]([NH:13][NH:14][C:15](=[O:32])[C@H:16]([N:23]2[CH2:28][CH2:27][N:26]3[CH2:29][CH2:30][CH2:31][C@@H:25]3[CH2:24]2)[C:17]2[CH:18]=[N:19][CH:20]=[CH:21][CH:22]=2)[CH:6]=[C:7]([C:9]([F:10])([F:11])[F:12])[CH:8]=1, predict the reactants needed to synthesize it. The reactants are: [F:1][C:2]([F:34])([F:33])[C:3]1[CH:4]=[C:5]([NH:13][NH:14][C:15](=[O:32])[CH:16]([N:23]2[CH2:28][CH2:27][N:26]3[CH2:29][CH2:30][CH2:31][C@@H:25]3[CH2:24]2)[C:17]2[CH:18]=[N:19][CH:20]=[CH:21][CH:22]=2)[CH:6]=[C:7]([C:9]([F:12])([F:11])[F:10])[CH:8]=1. (3) Given the product [CH:1]([N:14]1[C:22]2[C:17](=[CH:18][C:19]([Cl:23])=[CH:20][CH:21]=2)[C:16]([CH2:24][CH2:25][O:26][C:27]2[CH:28]=[CH:29][C:30]([C:31]([OH:33])=[O:32])=[CH:34][CH:35]=2)=[C:15]1[CH2:36][CH2:37][NH:38][S:39]([CH2:42][C:43]1[CH:44]=[CH:45][CH:46]=[CH:47][C:48]=1[C:49]#[N:50])(=[O:41])=[O:40])([C:2]1[CH:7]=[CH:6][CH:5]=[CH:4][CH:3]=1)[C:8]1[CH:9]=[CH:10][CH:11]=[CH:12][CH:13]=1, predict the reactants needed to synthesize it. The reactants are: [CH:1]([N:14]1[C:22]2[C:17](=[CH:18][C:19]([Cl:23])=[CH:20][CH:21]=2)[C:16]([CH2:24][CH2:25][O:26][C:27]2[CH:35]=[CH:34][C:30]([C:31]([OH:33])=[O:32])=[CH:29][CH:28]=2)=[C:15]1[CH2:36][CH2:37][NH:38][S:39]([CH2:42][C:43]1[CH:48]=[CH:47][CH:46]=[CH:45][CH:44]=1)(=[O:41])=[O:40])([C:8]1[CH:13]=[CH:12][CH:11]=[CH:10][CH:9]=1)[C:2]1[CH:7]=[CH:6][CH:5]=[CH:4][CH:3]=1.[C:49](C1C=CC=CC=1CS(Cl)(=O)=O)#[N:50]. (4) Given the product [ClH:23].[Cl:23][C:5]1[C:6]([C:8]2[C:9](=[O:22])[N:10]([CH2:20][CH3:21])[C:11]3[C:16]([CH:17]=2)=[CH:15][N:14]=[C:13]([NH:18][CH3:19])[CH:12]=3)=[CH:7][C:2]([NH:1][C:39]([NH:38][C:36]2[CH:35]=[C:34]([F:41])[CH:33]=[C:32]([F:31])[CH:37]=2)=[O:40])=[C:3]([F:24])[CH:4]=1, predict the reactants needed to synthesize it. The reactants are: [NH2:1][C:2]1[C:3]([F:24])=[CH:4][C:5]([Cl:23])=[C:6]([C:8]2[C:9](=[O:22])[N:10]([CH2:20][CH3:21])[C:11]3[C:16]([CH:17]=2)=[CH:15][N:14]=[C:13]([NH:18][CH3:19])[CH:12]=3)[CH:7]=1.N1C=CC=CC=1.[F:31][C:32]1[CH:37]=[C:36]([N:38]=[C:39]=[O:40])[CH:35]=[C:34]([F:41])[CH:33]=1. (5) Given the product [CH3:12][O:13][C:14](=[O:40])[C:15]1[CH:16]=[CH:17][C:18]([O:21][C:22]2[CH:27]=[C:26]([O:28][CH2:29][C:30]3[CH:31]=[CH:32][CH:33]=[CH:34][CH:35]=3)[C:25]([O:36][CH3:37])=[CH:24][C:23]=2[CH:38]2[CH:42]3[CH2:43][C:44]4[C:49]([CH:41]3[C:11]3[C:3](=[CH:4][CH:5]=[C:6]([C:7](=[NH:9])[NH2:8])[CH:10]=3)[NH:2]2)=[CH:48][CH:47]=[CH:46][CH:45]=4)=[CH:19][CH:20]=1, predict the reactants needed to synthesize it. The reactants are: Cl.[NH2:2][C:3]1[CH:11]=[CH:10][C:6]([C:7]([NH2:9])=[NH:8])=[CH:5][CH:4]=1.[CH3:12][O:13][C:14](=[O:40])[C:15]1[CH:20]=[CH:19][C:18]([O:21][C:22]2[CH:27]=[C:26]([O:28][CH2:29][C:30]3[CH:35]=[CH:34][CH:33]=[CH:32][CH:31]=3)[C:25]([O:36][CH3:37])=[CH:24][C:23]=2[CH:38]=O)=[CH:17][CH:16]=1.[CH2:41]1[C:49]2[C:44](=[CH:45][CH:46]=[CH:47][CH:48]=2)[CH:43]=[CH:42]1.[O-]S(C(F)(F)F)(=O)=O.[In+3].[O-]S(C(F)(F)F)(=O)=O.[O-]S(C(F)(F)F)(=O)=O. (6) Given the product [CH3:11][O:10][C:6]1[CH:5]=[C:4]([C:3](=[O:12])[CH2:15][CH2:16][CH3:17])[CH:9]=[CH:8][CH:7]=1, predict the reactants needed to synthesize it. The reactants are: CN(OC)[C:3](=[O:12])[C:4]1[CH:9]=[CH:8][CH:7]=[C:6]([O:10][CH3:11])[CH:5]=1.[CH2:15]([Mg]Cl)[CH2:16][CH3:17].Cl. (7) The reactants are: [CH3:1][O:2][C:3]1[CH:4]=[C:5]([N:13]=[C:14]=S)[CH:6]=[C:7]([O:11][CH3:12])[C:8]=1[O:9][CH3:10].C(N=C=NC(C)C)(C)C.[NH2:25][C:26]1[CH:35]=[CH:34][C:29]([C:30]([O:32][CH3:33])=[O:31])=[CH:28][C:27]=1[NH:36][CH2:37][CH2:38][CH2:39][NH:40][C:41]([O:43][C:44]([CH3:47])([CH3:46])[CH3:45])=[O:42]. Given the product [C:44]([O:43][C:41]([NH:40][CH2:39][CH2:38][CH2:37][N:36]1[C:27]2[CH:28]=[C:29]([C:30]([O:32][CH3:33])=[O:31])[CH:34]=[CH:35][C:26]=2[N:25]=[C:14]1[NH:13][C:5]1[CH:4]=[C:3]([O:2][CH3:1])[C:8]([O:9][CH3:10])=[C:7]([O:11][CH3:12])[CH:6]=1)=[O:42])([CH3:46])([CH3:47])[CH3:45], predict the reactants needed to synthesize it. (8) Given the product [CH3:15][S:14]([C:10]1[N:9]=[C:8]([C:7]2[C:2]([CH3:1])=[N:3][C:4]([NH2:16])=[N:5][CH:6]=2)[CH:13]=[CH:12][N:11]=1)=[O:25], predict the reactants needed to synthesize it. The reactants are: [CH3:1][C:2]1[C:7]([C:8]2[CH:13]=[CH:12][N:11]=[C:10]([S:14][CH3:15])[N:9]=2)=[CH:6][N:5]=[C:4]([NH2:16])[N:3]=1.C1C=C(Cl)C=C(C(OO)=[O:25])C=1. (9) The reactants are: [F:1][CH:2]([F:30])[O:3][CH2:4][C@@H:5]([O:7][C:8]1[CH:9]=[C:10]([CH:15]=[C:16]([O:18][C:19]2[CH:24]=[N:23][C:22]([C:25](=[O:29])[N:26]([CH3:28])[CH3:27])=[CH:21][N:20]=2)[CH:17]=1)[C:11]([O:13]C)=[O:12])[CH3:6].[OH-].[Na+].C(O)(=O)C.Cl. Given the product [F:30][CH:2]([F:1])[O:3][CH2:4][C@@H:5]([O:7][C:8]1[CH:9]=[C:10]([CH:15]=[C:16]([O:18][C:19]2[CH:24]=[N:23][C:22]([C:25](=[O:29])[N:26]([CH3:27])[CH3:28])=[CH:21][N:20]=2)[CH:17]=1)[C:11]([OH:13])=[O:12])[CH3:6], predict the reactants needed to synthesize it. (10) The reactants are: [CH2:1]([O:8][C:9]([NH:11][CH2:12][CH2:13][N:14]1[C:19]2[CH:20]=[C:21]([C:25](O)=[O:26])[C:22]([CH3:24])=[CH:23][C:18]=2[O:17][C:16]([CH3:38])([C:28]2[CH:33]=[CH:32][CH:31]=[C:30]([C:34]([F:37])([F:36])[F:35])[CH:29]=2)[C:15]1=[O:39])=[O:10])[C:2]1[CH:7]=[CH:6][CH:5]=[CH:4][CH:3]=1.C(N(CC)CC)C.CN(C1C=CC=CN=1)C.[CH:56]([NH:59][C@@H:60]1[CH2:65][CH2:64][CH2:63][N:62]([C:66]([O:68][C:69]([CH3:72])([CH3:71])[CH3:70])=[O:67])[CH2:61]1)([CH3:58])[CH3:57]. Given the product [CH2:1]([O:8][C:9]([NH:11][CH2:12][CH2:13][N:14]1[C:19]2[CH:20]=[C:21]([C:25]([N:59]([CH:56]([CH3:58])[CH3:57])[C@@H:60]3[CH2:65][CH2:64][CH2:63][N:62]([C:66]([O:68][C:69]([CH3:71])([CH3:70])[CH3:72])=[O:67])[CH2:61]3)=[O:26])[C:22]([CH3:24])=[CH:23][C:18]=2[O:17][C:16]([CH3:38])([C:28]2[CH:33]=[CH:32][CH:31]=[C:30]([C:34]([F:36])([F:37])[F:35])[CH:29]=2)[C:15]1=[O:39])=[O:10])[C:2]1[CH:3]=[CH:4][CH:5]=[CH:6][CH:7]=1, predict the reactants needed to synthesize it.